From a dataset of Full USPTO retrosynthesis dataset with 1.9M reactions from patents (1976-2016). Predict the reactants needed to synthesize the given product. Given the product [CH2:3]([N:10]1[CH2:15][CH2:14][C:13]2([CH2:16][C:17]3[C:22](=[CH:21][CH:20]=[CH:19][CH:18]=3)[O:25][CH2:24]2)[CH2:12][CH2:11]1)[C:4]1[CH:9]=[CH:8][CH:7]=[CH:6][CH:5]=1, predict the reactants needed to synthesize it. The reactants are: [H-].[Na+].[CH2:3]([N:10]1[CH2:15][CH2:14][C:13]([CH2:24][OH:25])([CH2:16][C:17]2[CH:22]=[CH:21][CH:20]=[CH:19][C:18]=2F)[CH2:12][CH2:11]1)[C:4]1[CH:9]=[CH:8][CH:7]=[CH:6][CH:5]=1.